This data is from Forward reaction prediction with 1.9M reactions from USPTO patents (1976-2016). The task is: Predict the product of the given reaction. Given the reactants [CH3:1][OH:2].Cl[S:4]([N:7]=[C:8]=[O:9])(=[O:6])=[O:5].[NH2:10][C:11]1[C:12]([CH3:36])=[C:13]2[C:17](=[C:18]([NH:21][C:22](=[O:27])[C:23]([CH3:26])([CH3:25])[CH3:24])[C:19]=1[CH3:20])[N:16]([CH2:28][CH2:29][CH2:30][CH2:31][CH2:32][CH2:33][CH2:34][CH3:35])[CH2:15][CH2:14]2, predict the reaction product. The product is: [CH3:1][O:2][C:8]([NH:7][S:4]([NH:10][C:11]1[C:12]([CH3:36])=[C:13]2[C:17](=[C:18]([NH:21][C:22](=[O:27])[C:23]([CH3:25])([CH3:26])[CH3:24])[C:19]=1[CH3:20])[N:16]([CH2:28][CH2:29][CH2:30][CH2:31][CH2:32][CH2:33][CH2:34][CH3:35])[CH2:15][CH2:14]2)(=[O:6])=[O:5])=[O:9].